This data is from Peptide-MHC class I binding affinity with 185,985 pairs from IEDB/IMGT. The task is: Regression. Given a peptide amino acid sequence and an MHC pseudo amino acid sequence, predict their binding affinity value. This is MHC class I binding data. (1) The peptide sequence is APRELLQYI. The MHC is HLA-B38:01 with pseudo-sequence HLA-B38:01. The binding affinity (normalized) is 0.0847. (2) The peptide sequence is HPTSRRELL. The MHC is HLA-B44:02 with pseudo-sequence HLA-B44:02. The binding affinity (normalized) is 0.0847.